Dataset: Reaction yield outcomes from USPTO patents with 853,638 reactions. Task: Predict the reaction yield, written as a fraction of the theoretical maximum amount of product (1.0 means a 100% yield; for example, 0.34 means a 34% yield). (1) No catalyst specified. The reactants are [CH:1]1([NH:7][CH2:8][C:9]([F:16])([F:15])[C:10]([O:12]CC)=O)[CH2:6][CH2:5][CH2:4][CH2:3][CH2:2]1.[C:17]([O-:20])([O-])=[O:18].[K+].[K+].[Cl:23][C:24]1[N:29]=[C:28](Cl)[C:27]([N+:31]([O-:33])=[O:32])=[CH:26][N:25]=1.[CH3:34][C:35](C)=O. The yield is 0.600. The product is [Cl:23][C:24]1[N:29]=[C:28]([N:7]([CH:1]2[CH2:2][CH2:3][CH2:4][CH2:5][CH2:6]2)[CH2:8][C:9]([F:15])([F:16])[C:10](=[O:12])[C:17]([O:20][CH2:34][CH3:35])=[O:18])[C:27]([N+:31]([O-:33])=[O:32])=[CH:26][N:25]=1. (2) The reactants are [C:1](O)(=[O:5])[C:2]#[C:3][CH3:4].O=C1N(P(Cl)(N2CCOC2=O)=O)CCO1.C(N(CC)C(C)C)(C)C.[O:31]([C:38]1[CH:60]=[CH:59][C:41]([O:42][C:43]2[CH:48]=[CH:47][N:46]=[C:45]3[CH:49]=[C:50]([C:52]4[CH:53]=[C:54]([CH:56]=[CH:57][CH:58]=4)[NH2:55])[O:51][C:44]=23)=[CH:40][CH:39]=1)[C:32]1[CH:37]=[CH:36][CH:35]=[CH:34][CH:33]=1. The yield is 0.870. The catalyst is O1CCOCC1. The product is [O:31]([C:38]1[CH:60]=[CH:59][C:41]([O:42][C:43]2[CH:48]=[CH:47][N:46]=[C:45]3[CH:49]=[C:50]([C:52]4[CH:53]=[C:54]([NH:55][C:1](=[O:5])[C:2]#[C:3][CH3:4])[CH:56]=[CH:57][CH:58]=4)[O:51][C:44]=23)=[CH:40][CH:39]=1)[C:32]1[CH:33]=[CH:34][CH:35]=[CH:36][CH:37]=1.